From a dataset of Full USPTO retrosynthesis dataset with 1.9M reactions from patents (1976-2016). Predict the reactants needed to synthesize the given product. Given the product [Cl:1][C:2]1[C:3]([CH2:8][NH:10][CH3:11])=[N:4][NH:5][C:6]=1[CH3:7], predict the reactants needed to synthesize it. The reactants are: [Cl:1][C:2]1[C:3]([C:8]([NH:10][CH3:11])=O)=[N:4][NH:5][C:6]=1[CH3:7].C(C1NN=C(CNC)C=1)(C)C.C(C1C=C(C(NC)=O)NN=1)(C)C.